From a dataset of Forward reaction prediction with 1.9M reactions from USPTO patents (1976-2016). Predict the product of the given reaction. (1) Given the reactants Cl.[CH3:2][O:3][C:4](=[O:36])[C:5]1[CH:10]=[CH:9][C:8]([O:11][C:12]2[CH:17]=[CH:16][C:15]([CH2:18][C@H:19]([NH2:35])[C:20]3[N:21]([CH2:33][CH3:34])[CH:22]=[C:23]([C:25]4[CH:30]=[CH:29][C:28]([Cl:31])=[CH:27][C:26]=4[Cl:32])[N:24]=3)=[CH:14][CH:13]=2)=[CH:7][CH:6]=1.[C:37]1(=[O:44])[O:43][C:41](=[O:42])[CH2:40][CH2:39][CH2:38]1.CCN(C(C)C)C(C)C.C(O)(=O)CC(CC(O)=O)(C(O)=O)O, predict the reaction product. The product is: [CH3:2][O:3][C:4](=[O:36])[C:5]1[CH:6]=[CH:7][C:8]([O:11][C:12]2[CH:13]=[CH:14][C:15]([CH2:18][C@H:19]([NH:35][C:37](=[O:44])[CH2:38][CH2:39][CH2:40][C:41]([OH:43])=[O:42])[C:20]3[N:21]([CH2:33][CH3:34])[CH:22]=[C:23]([C:25]4[CH:30]=[CH:29][C:28]([Cl:31])=[CH:27][C:26]=4[Cl:32])[N:24]=3)=[CH:16][CH:17]=2)=[CH:9][CH:10]=1. (2) Given the reactants [NH2:1][C:2]1[C:18]([N:19]([CH2:22][CH3:23])[CH2:20][CH3:21])=[CH:17][C:5]2[NH:6][C:7]([C:9]3[CH:14]=[CH:13][CH:12]=[CH:11][C:10]=3[O:15][CH3:16])=[N:8][C:4]=2[CH:3]=1.[Cl:24][C:25]1[CH:33]=[CH:32][C:28]([C:29](Cl)=[O:30])=[CH:27][CH:26]=1, predict the reaction product. The product is: [CH2:22]([N:19]([CH2:20][CH3:21])[C:18]1[C:2]([NH:1][C:29](=[O:30])[C:28]2[CH:32]=[CH:33][C:25]([Cl:24])=[CH:26][CH:27]=2)=[CH:3][C:4]2[N:8]=[C:7]([C:9]3[CH:14]=[CH:13][CH:12]=[CH:11][C:10]=3[O:15][CH3:16])[NH:6][C:5]=2[CH:17]=1)[CH3:23]. (3) Given the reactants [CH3:1][C:2]1[O:6][N:5]=[C:4]([C:7]2[CH:12]=[CH:11][CH:10]=[CH:9][CH:8]=2)[C:3]=1[C:13]1[N:14]=[C:15]2[CH:20]=[C:19]([C:21](O)=[O:22])[CH:18]=[CH:17][N:16]2[CH:24]=1.[NH2:25][CH2:26][CH2:27][N:28]1[CH2:33][CH2:32][O:31][CH2:30][CH2:29]1, predict the reaction product. The product is: [N:28]1([CH2:27][CH2:26][NH:25][C:21]([C:19]2[CH:18]=[CH:17][N:16]3[CH:24]=[C:13]([C:3]4[C:4]([C:7]5[CH:12]=[CH:11][CH:10]=[CH:9][CH:8]=5)=[N:5][O:6][C:2]=4[CH3:1])[N:14]=[C:15]3[CH:20]=2)=[O:22])[CH2:33][CH2:32][O:31][CH2:30][CH2:29]1.